This data is from Full USPTO retrosynthesis dataset with 1.9M reactions from patents (1976-2016). The task is: Predict the reactants needed to synthesize the given product. (1) Given the product [O:22]1[CH2:27][CH2:26][CH:25]([NH:28][C:19]([C:11]2[CH:12]=[C:13]([C:14]3[NH:15][CH:16]=[CH:17][CH:18]=3)[N:9]([C:6]3[CH:7]=[N:8][C:3]([O:2][CH3:1])=[CH:4][CH:5]=3)[N:10]=2)=[O:21])[CH2:24][CH2:23]1, predict the reactants needed to synthesize it. The reactants are: [CH3:1][O:2][C:3]1[N:8]=[CH:7][C:6]([N:9]2[C:13]([C:14]3[NH:15][CH:16]=[CH:17][CH:18]=3)=[CH:12][C:11]([C:19]([OH:21])=O)=[N:10]2)=[CH:5][CH:4]=1.[O:22]1[CH2:27][CH2:26][CH:25]([NH2:28])[CH2:24][CH2:23]1. (2) Given the product [NH2:1][C:2]1[S:3][C:4]2[CH:10]=[C:9]([C:11]([C:19]3[C:20]4[C:25](=[C:24]([NH:26][S:27]([CH3:30])(=[O:28])=[O:29])[CH:23]=[CH:22][CH:21]=4)[NH:17][CH:18]=3)([CH2:14][CH3:15])[CH2:12][CH3:13])[CH:8]=[CH:7][C:5]=2[N:6]=1, predict the reactants needed to synthesize it. The reactants are: [NH2:1][C:2]1[S:3][C:4]2[CH:10]=[C:9]([C:11](O)([CH2:14][CH3:15])[CH2:12][CH3:13])[CH:8]=[CH:7][C:5]=2[N:6]=1.[NH:17]1[C:25]2[C:20](=[CH:21][CH:22]=[CH:23][C:24]=2[NH:26][S:27]([CH3:30])(=[O:29])=[O:28])[CH:19]=[CH:18]1.FC(F)(F)C(O)=O. (3) Given the product [C:1]([C:5]1[CH:10]=[CH:9][CH:8]=[CH:7][C:6]=1[N:11]1[CH2:16][CH2:15][N:14]([C:25](=[O:32])[CH2:26][CH2:27][C:28]([O:30][CH3:31])=[O:29])[CH2:13][CH2:12]1)([CH3:4])([CH3:2])[CH3:3], predict the reactants needed to synthesize it. The reactants are: [C:1]([C:5]1[CH:10]=[CH:9][CH:8]=[CH:7][C:6]=1[N:11]1[CH2:16][CH2:15][NH:14][CH2:13][CH2:12]1)([CH3:4])([CH3:3])[CH3:2].C(N(CC)CC)C.Cl[C:25](=[O:32])[CH2:26][CH2:27][C:28]([O:30][CH3:31])=[O:29]. (4) Given the product [CH3:38][C:37]1[CH:36]=[CH:35][C:21]([C:22]([NH:24][C:25]2[CH:30]=[CH:29][CH:28]=[C:27]([C:31]([F:32])([F:33])[F:34])[CH:26]=2)=[O:23])=[CH:20][C:19]=1[NH:18][C:2]1[N:7]=[C:6]([C:8]2[CH:13]=[N:12][CH:11]=[CH:10][N:9]=2)[N:5]=[C:4]2[N:14]([CH3:17])[N:15]=[CH:16][C:3]=12, predict the reactants needed to synthesize it. The reactants are: Cl[C:2]1[N:7]=[C:6]([C:8]2[CH:13]=[N:12][CH:11]=[CH:10][N:9]=2)[N:5]=[C:4]2[N:14]([CH3:17])[N:15]=[CH:16][C:3]=12.[NH2:18][C:19]1[CH:20]=[C:21]([CH:35]=[CH:36][C:37]=1[CH3:38])[C:22]([NH:24][C:25]1[CH:30]=[CH:29][CH:28]=[C:27]([C:31]([F:34])([F:33])[F:32])[CH:26]=1)=[O:23]. (5) The reactants are: [N:1]1[C:10]2[C:5](=[CH:6][CH:7]=[CH:8][CH:9]=2)[CH:4]=[C:3]([C:11]([O:13][CH3:14])=[O:12])[CH:2]=1. Given the product [CH3:14][O:13][C:11]([C:3]1[CH:2]=[N:1][C:10]2[CH2:9][CH2:8][CH2:7][CH2:6][C:5]=2[CH:4]=1)=[O:12], predict the reactants needed to synthesize it. (6) Given the product [OH:17][C:5]1([C:3]([OH:4])=[O:2])[C:14]2[C:9](=[CH:10][CH:11]=[C:12]([O:15][CH3:16])[CH:13]=2)[O:8][CH2:7][CH2:6]1, predict the reactants needed to synthesize it. The reactants are: C[O:2][C:3]([C:5]1([OH:17])[C:14]2[C:9](=[CH:10][CH:11]=[C:12]([O:15][CH3:16])[CH:13]=2)[O:8][CH2:7][CH2:6]1)=[O:4].O[Li].O.